This data is from Full USPTO retrosynthesis dataset with 1.9M reactions from patents (1976-2016). The task is: Predict the reactants needed to synthesize the given product. (1) Given the product [CH3:3][N:4]([CH3:9])[CH2:5][CH2:58][N:54]1[CH2:55][CH2:56][CH2:57][C@H:52]([CH2:51][N:50]2[C:49]3[CH:59]=[CH:60][CH:61]=[CH:62][C:48]=3[N:47]=[C:46]2[CH2:45][N:34]([CH3:33])[C@@H:35]2[C:44]3[N:43]=[CH:42][CH:41]=[CH:40][C:39]=3[CH2:38][CH2:37][CH2:36]2)[CH2:53]1, predict the reactants needed to synthesize it. The reactants are: NC[CH2:3][N:4]1[CH2:9]CC[C@H](CN2C3C=CC=CC=3N=C2[CH2:3][N:4]([CH3:9])[C@@H:5]2C3N=CC=CC=3CCC2)[CH2:5]1.[CH3:33][N:34]([CH2:45][C:46]1[N:50]([CH2:51][CH:52]2[CH2:57][CH2:56][CH2:55][N:54]([CH3:58])[CH2:53]2)[C:49]2[CH:59]=[CH:60][CH:61]=[CH:62][C:48]=2[N:47]=1)[CH:35]1[C:44]2[N:43]=[CH:42][CH:41]=[CH:40][C:39]=2[CH2:38][CH2:37][CH2:36]1. (2) Given the product [Cl:1][C:2]1[CH:3]=[CH:4][CH:5]=[C:6]2[C:10]=1[NH:9][C:8](=[O:24])[C:7]12[CH2:35][O:34][C:26]2[CH:27]=[C:28]3[C:29](=[CH:33][C:25]1=2)[CH2:30][CH2:31][O:32]3, predict the reactants needed to synthesize it. The reactants are: [Cl:1][C:2]1[CH:3]=[CH:4][CH:5]=[C:6]2[C:10]=1[N:9](C(C1C=CC=CC=1)C1C=CC=CC=1)[C:8](=[O:24])[CH:7]2[C:25]1[C:26]([OH:34])=[CH:27][C:28]2[O:32][CH2:31][CH2:30][C:29]=2[CH:33]=1.[C:35]1(C(C2C=CC=CC=2)N2C3C(=CC=CC=3)C3(C4C=C(C)C(OC)=CC=4OC3)C2=O)C=CC=CC=1. (3) Given the product [CH3:40][C:41]1[C:42]([N:48]2[CH2:49][CH2:50][N:51]([C:54]([C:56]3[CH:57]=[CH:58][C:59]([N:62]4[C@H:66]([CH3:67])[CH2:65][NH:64][C:63]4=[O:77])=[N:60][CH:61]=3)=[O:55])[CH2:52][CH2:53]2)=[N:43][CH:44]=[C:45]([CH3:47])[CH:46]=1, predict the reactants needed to synthesize it. The reactants are: BrC1N=CC(C(N2CCN(C3C(C)=CC(C)=CN=3)CC2)=O)=CC=1.COC1C=CC(CN2C[C@@H](C)NC2=O)=CC=1.[CH3:40][C:41]1[C:42]([N:48]2[CH2:53][CH2:52][N:51]([C:54]([C:56]3[CH:57]=[CH:58][C:59]([N:62]4[C@H:66]([CH3:67])[CH2:65][N:64](CC5C=CC(OC)=CC=5)[C:63]4=[O:77])=[N:60][CH:61]=3)=[O:55])[CH2:50][CH2:49]2)=[N:43][CH:44]=[C:45]([CH3:47])[CH:46]=1. (4) Given the product [C:19]12([NH:29][CH2:12][C:11]3[CH:14]=[CH:15][C:8]([O:7][CH2:6][C:5]4[CH:16]=[CH:17][CH:18]=[C:3]([O:2][CH3:1])[CH:4]=4)=[CH:9][CH:10]=3)[CH2:26][CH:25]3[CH2:24][CH:23]([CH2:22][CH:21]([CH2:27]3)[CH2:20]1)[CH2:28]2, predict the reactants needed to synthesize it. The reactants are: [CH3:1][O:2][C:3]1[CH:4]=[C:5]([CH:16]=[CH:17][CH:18]=1)[CH2:6][O:7][C:8]1[CH:15]=[CH:14][C:11]([CH:12]=O)=[CH:10][CH:9]=1.[C:19]12([NH2:29])[CH2:28][CH:23]3[CH2:24][CH:25]([CH2:27][CH:21]([CH2:22]3)[CH2:20]1)[CH2:26]2. (5) Given the product [Cl:1][C:2]1[CH:7]=[C:6]([Cl:8])[CH:5]=[CH:4][C:3]=1[C:9]1[N:10]2[N:17]=[C:16]([CH3:18])[C:15]([N:19]([CH2:27][CH2:28][CH3:29])[C:20](=[O:23])[CH2:21][CH3:22])=[C:11]2[O:12][C:13]=1[CH3:14], predict the reactants needed to synthesize it. The reactants are: [Cl:1][C:2]1[CH:7]=[C:6]([Cl:8])[CH:5]=[CH:4][C:3]=1[C:9]1[N:10]2[N:17]=[C:16]([CH3:18])[C:15]([NH:19][C:20](=[O:23])[CH2:21][CH3:22])=[C:11]2[O:12][C:13]=1[CH3:14].[H-].[Na+].I[CH2:27][CH2:28][CH3:29]. (6) Given the product [C:35]([O:34][C:32]([N:28]1[CH2:29][CH2:30][CH2:31][CH:26]([CH2:25][NH:24][C:13]([C:12]2[C:6]3[C:7](=[N:8][CH:9]=[C:4]([CH:1]4[CH2:3][CH2:2]4)[N:5]=3)[N:10]([CH2:16][O:17][CH2:18][CH2:19][Si:20]([CH3:21])([CH3:23])[CH3:22])[CH:11]=2)=[O:14])[CH2:27]1)=[O:33])([CH3:38])([CH3:37])[CH3:36], predict the reactants needed to synthesize it. The reactants are: [CH:1]1([C:4]2[N:5]=[C:6]3[C:12]([C:13](O)=[O:14])=[CH:11][N:10]([CH2:16][O:17][CH2:18][CH2:19][Si:20]([CH3:23])([CH3:22])[CH3:21])[C:7]3=[N:8][CH:9]=2)[CH2:3][CH2:2]1.[NH2:24][CH2:25][CH:26]1[CH2:31][CH2:30][CH2:29][N:28]([C:32]([O:34][C:35]([CH3:38])([CH3:37])[CH3:36])=[O:33])[CH2:27]1.C1C=CC2N(O)N=NC=2C=1.C(Cl)CCl.C(N(CC)C(C)C)(C)C.